Task: Predict the product of the given reaction.. Dataset: Forward reaction prediction with 1.9M reactions from USPTO patents (1976-2016) (1) The product is: [CH:14]1([N:17]([C:6](=[O:11])[C:7]([F:8])([F:9])[F:10])[CH:18]2[C:27]3[CH2:26][S:25][N:24]=[C:23]([N:28]([C:29]([O:31][C:32]([CH3:35])([CH3:34])[CH3:33])=[O:30])[C:36]([O:38][C:39]([CH3:41])([CH3:40])[CH3:42])=[O:37])[C:22]4=[N:43][N:44]([CH2:46][C:47]5[C:52]([CH3:53])=[C:51]([O:54][CH3:55])[C:50]([CH3:56])=[CH:49][N:48]=5)[N:45]=[C:20]([C:21]=34)[CH2:19]2)[CH2:15][CH2:16]1. Given the reactants [F:8][C:7]([F:10])([F:9])[C:6](O[C:6](=[O:11])[C:7]([F:10])([F:9])[F:8])=[O:11].[CH:14]1([NH:17][CH:18]2[C:27]3[CH2:26][S:25][N:24]=[C:23]([N:28]([C:36]([O:38][C:39]([CH3:42])([CH3:41])[CH3:40])=[O:37])[C:29]([O:31][C:32]([CH3:35])([CH3:34])[CH3:33])=[O:30])[C:22]4=[N:43][N:44]([CH2:46][C:47]5[C:52]([CH3:53])=[C:51]([O:54][CH3:55])[C:50]([CH3:56])=[CH:49][N:48]=5)[N:45]=[C:20]([C:21]=34)[CH2:19]2)[CH2:16][CH2:15]1, predict the reaction product. (2) Given the reactants [Cl:1][C:2]1[CH:3]=[CH:4][C:5]([CH3:21])=[C:6]([C:8]2[CH:13]=[CH:12][N:11]=[CH:10][C:9]=2[NH:14]C(=O)C(C)(C)C)[CH:7]=1.[OH-].[Na+].CCOC(C)=O, predict the reaction product. The product is: [Cl:1][C:2]1[CH:3]=[CH:4][C:5]([CH3:21])=[C:6]([C:8]2[CH:13]=[CH:12][N:11]=[CH:10][C:9]=2[NH2:14])[CH:7]=1. (3) Given the reactants [CH3:1][O:2][C:3](=[O:29])[CH2:4][C:5]1[CH:6]=[C:7]([C:11]2[C:16]([O:17][CH3:18])=[CH:15][CH:14]=[CH:13][C:12]=2[CH2:19][NH:20][CH2:21][CH2:22][N:23]2[CH2:28][CH2:27][O:26][CH2:25][CH2:24]2)[CH:8]=[CH:9][CH:10]=1.[CH:30](=O)[CH3:31], predict the reaction product. The product is: [CH3:1][O:2][C:3](=[O:29])[CH2:4][C:5]1[CH:6]=[C:7]([C:11]2[C:16]([O:17][CH3:18])=[CH:15][CH:14]=[CH:13][C:12]=2[CH2:19][N:20]([CH2:30][CH3:31])[CH2:21][CH2:22][N:23]2[CH2:28][CH2:27][O:26][CH2:25][CH2:24]2)[CH:8]=[CH:9][CH:10]=1. (4) Given the reactants [NH2:1][CH2:2][CH2:3][NH:4][C:5]1[N:13]=[C:12]2[C:8]([N:9]=[CH:10][N:11]2[C@@H:14]2[CH2:18][C@H:17]([N:19]3[CH:23]=[C:22]([CH3:24])[CH:21]=[N:20]3)[C@@H:16]([OH:25])[C@H:15]2[OH:26])=[C:7]([NH:27][CH2:28][CH:29]([C:36]2[CH:41]=[CH:40][CH:39]=[CH:38][CH:37]=2)[C:30]2[CH:35]=[CH:34][CH:33]=[CH:32][CH:31]=2)[N:6]=1.[S:42](Cl)([CH3:45])(=[O:44])=[O:43], predict the reaction product. The product is: [OH:26][C@@H:15]1[C@H:16]([OH:25])[C@@H:17]([N:19]2[CH:23]=[C:22]([CH3:24])[CH:21]=[N:20]2)[CH2:18][C@H:14]1[N:11]1[CH:10]=[N:9][C:8]2[C:12]1=[N:13][C:5]([NH:4][CH2:3][CH2:2][NH:1][S:42]([CH3:45])(=[O:44])=[O:43])=[N:6][C:7]=2[NH:27][CH2:28][CH:29]([C:36]1[CH:41]=[CH:40][CH:39]=[CH:38][CH:37]=1)[C:30]1[CH:31]=[CH:32][CH:33]=[CH:34][CH:35]=1. (5) Given the reactants [Cl-].O[NH3+:3].[C:4](=[O:7])([O-])[OH:5].[Na+].CS(C)=O.[CH2:13]([C:15]1[N:16]([C:40]2[CH:45]=[CH:44][C:43]([O:46][CH:47]3[CH2:51][CH2:50][CH2:49][C@H:48]3[OH:52])=[CH:42][CH:41]=2)[C:17](=[O:39])[C:18]([CH2:24][C:25]2[CH:30]=[CH:29][C:28]([C:31]3[C:32]([C:37]#[N:38])=[CH:33][CH:34]=[CH:35][CH:36]=3)=[CH:27][CH:26]=2)=[C:19]([CH2:21][CH2:22][CH3:23])[N:20]=1)[CH3:14], predict the reaction product. The product is: [CH2:13]([C:15]1[N:16]([C:40]2[CH:45]=[CH:44][C:43]([O:46][CH:47]3[CH2:51][CH2:50][CH2:49][C@H:48]3[OH:52])=[CH:42][CH:41]=2)[C:17](=[O:39])[C:18]([CH2:24][C:25]2[CH:26]=[CH:27][C:28]([C:31]3[CH:36]=[CH:35][CH:34]=[CH:33][C:32]=3[C:37]3[NH:3][C:4](=[O:7])[O:5][N:38]=3)=[CH:29][CH:30]=2)=[C:19]([CH2:21][CH2:22][CH3:23])[N:20]=1)[CH3:14]. (6) Given the reactants [CH:1]1([N:7]([C@H:19]2[CH2:24][CH2:23][C@H:22]([CH3:25])[CH2:21][CH2:20]2)[C:8]([NH:10][C:11]2[S:12][C:13]([S:16]C#N)=[CH:14][N:15]=2)=[O:9])[CH2:6][CH2:5][CH2:4][CH2:3][CH2:2]1.SC[C@@H]([C@@H](CS)O)O.[N:34](=[CH:42][CH2:43]Cl)[CH2:35][CH2:36][CH2:37][CH2:38][CH2:39][CH2:40]Cl, predict the reaction product. The product is: [N:34]1([CH2:42][CH2:43][S:16][C:13]2[S:12][C:11]([NH:10][C:8](=[O:9])[N:7]([CH:1]3[CH2:2][CH2:3][CH2:4][CH2:5][CH2:6]3)[C@H:19]3[CH2:20][CH2:21][C@H:22]([CH3:25])[CH2:23][CH2:24]3)=[N:15][CH:14]=2)[CH2:40][CH2:39][CH2:38][CH2:37][CH2:36][CH2:35]1. (7) Given the reactants [F:1][C:2]1[CH:7]=[CH:6][C:5]([S:8][CH2:9][C:10]([OH:12])=O)=[CH:4][CH:3]=1.[CH2:13]([NH:15][CH:16]1[CH2:21][CH2:20][CH2:19][CH2:18][CH2:17]1)[CH3:14].O.ON1C2C=CC=CC=2N=N1.Cl.CN(C)CCCN=C=NCC.Cl, predict the reaction product. The product is: [CH:16]1([N:15]([CH2:13][CH3:14])[C:10](=[O:12])[CH2:9][S:8][C:5]2[CH:4]=[CH:3][C:2]([F:1])=[CH:7][CH:6]=2)[CH2:21][CH2:20][CH2:19][CH2:18][CH2:17]1.